This data is from Catalyst prediction with 721,799 reactions and 888 catalyst types from USPTO. The task is: Predict which catalyst facilitates the given reaction. (1) Reactant: Cl.[C:2]1([C:8]2[CH:9]=[C:10]3[C:14](=[C:15]([C:17]([NH2:19])=[O:18])[CH:16]=2)[NH:13][N:12]=[C:11]3[CH:20]2[CH2:25][CH2:24][NH:23][CH2:22][CH2:21]2)[CH:7]=[CH:6][CH:5]=[CH:4][CH:3]=1.[C:26](Cl)(=[O:28])[CH3:27].C(N(CC)CC)C. Product: [C:26]([N:23]1[CH2:24][CH2:25][CH:20]([C:11]2[C:10]3[C:14](=[C:15]([C:17]([NH2:19])=[O:18])[CH:16]=[C:8]([C:2]4[CH:3]=[CH:4][CH:5]=[CH:6][CH:7]=4)[CH:9]=3)[NH:13][N:12]=2)[CH2:21][CH2:22]1)(=[O:28])[CH3:27]. The catalyst class is: 241. (2) Reactant: [Si]([O:8][CH2:9][CH:10]1[CH2:15][CH2:14][CH2:13][N:12]([C:16]2[CH:17]=[CH:18][C:19]([CH3:37])=[C:20]([CH:36]=2)[C:21]([NH:23][C:24]2[C:25]([CH3:35])=[C:26]([CH:31]=[CH:32][C:33]=2[CH3:34])[C:27]([O:29][CH3:30])=[O:28])=[O:22])[CH2:11]1)(C(C)(C)C)(C)C.[N+](CCCC)(CCCC)(CCCC)CCCC.[F-]. Product: [OH:8][CH2:9][CH:10]1[CH2:15][CH2:14][CH2:13][N:12]([C:16]2[CH:17]=[CH:18][C:19]([CH3:37])=[C:20]([CH:36]=2)[C:21]([NH:23][C:24]2[C:25]([CH3:35])=[C:26]([CH:31]=[CH:32][C:33]=2[CH3:34])[C:27]([O:29][CH3:30])=[O:28])=[O:22])[CH2:11]1. The catalyst class is: 1. (3) Reactant: [C:1]([O:5][C:6]([N:8]1[CH2:13][CH2:12][N:11]([C:14]2[CH:19]=[CH:18][CH:17]=[CH:16][C:15]=2[OH:20])[CH2:10][CH2:9]1)=[O:7])([CH3:4])([CH3:3])[CH3:2].C(=O)([O-])[O-].[Cs+].[Cs+].Cl.[N:28]1[CH:33]=[CH:32][C:31]([CH2:34]Cl)=[CH:30][CH:29]=1. Product: [C:1]([O:5][C:6]([N:8]1[CH2:9][CH2:10][N:11]([C:14]2[CH:19]=[CH:18][CH:17]=[CH:16][C:15]=2[O:20][CH2:34][C:31]2[CH:32]=[CH:33][N:28]=[CH:29][CH:30]=2)[CH2:12][CH2:13]1)=[O:7])([CH3:4])([CH3:2])[CH3:3]. The catalyst class is: 3. (4) Reactant: [OH:1][CH2:2][CH2:3][NH:4][C:5](=[O:11])[O:6][C:7]([CH3:10])([CH3:9])[CH3:8].[CH:12]1([C:19](O)=[O:20])[CH2:18][CH2:17][CH2:16][CH2:15][CH2:14][CH2:13]1.Cl.CN(C)CCCN=C=NCC. Product: [CH:12]1([C:19]([O:1][CH2:2][CH2:3][NH:4][C:5]([O:6][C:7]([CH3:8])([CH3:10])[CH3:9])=[O:11])=[O:20])[CH2:18][CH2:17][CH2:16][CH2:15][CH2:14][CH2:13]1. The catalyst class is: 64. (5) Reactant: [CH3:1][O:2][C:3]1[CH:8]=[CH:7][C:6]([C:9](=[O:16])[CH2:10][CH2:11][C:12]([O:14][CH3:15])=[O:13])=[CH:5][CH:4]=1.[CH2:17](O)[CH2:18][OH:19].CC1C=CC(S(O)(=O)=O)=CC=1. Product: [CH3:1][O:2][C:3]1[CH:4]=[CH:5][C:6]([C:9]2([CH2:10][CH2:11][C:12]([O:14][CH3:15])=[O:13])[O:19][CH2:18][CH2:17][O:16]2)=[CH:7][CH:8]=1. The catalyst class is: 11. (6) Reactant: [CH3:1][O:2][C:3](=[O:13])[CH2:4][C:5]1[S:6][CH:7]=[C:8]([CH2:10]OC)[CH:9]=1.B(Cl)(Cl)[Cl:15].O. Product: [CH3:1][O:2][C:3](=[O:13])[CH2:4][C:5]1[S:6][CH:7]=[C:8]([CH2:10][Cl:15])[CH:9]=1. The catalyst class is: 4. (7) Reactant: B1(C)OC(C2C=CC=CC=2)(C2C=CC=CC=2)[C@@H]2N1CCC2.S(C)C.[F:25][C:26]([F:45])([F:44])[C:27]([N:29]1[CH2:38][CH2:37][C:36]2[C:31](=[CH:32][C:33]3[CH2:42][CH2:41][CH2:40][C:39](=[O:43])[C:34]=3[CH:35]=2)[CH2:30]1)=[O:28]. Product: [F:45][C:26]([F:25])([F:44])[C:27]([N:29]1[CH2:38][CH2:37][C:36]2[C:31](=[CH:32][C:33]3[CH2:42][CH2:41][CH2:40][C@H:39]([OH:43])[C:34]=3[CH:35]=2)[CH2:30]1)=[O:28]. The catalyst class is: 247. (8) Reactant: [Cl:1][C:2]1[CH:7]=[CH:6][CH:5]=[C:4]([Cl:8])[C:3]=1[C:9]1[CH:14]=[C:13]([F:15])[CH:12]=[C:11]([OH:16])[C:10]=1[O:17]C.B(Br)(Br)Br. Product: [Cl:1][C:2]1[CH:7]=[CH:6][CH:5]=[C:4]([Cl:8])[C:3]=1[C:9]1[CH:14]=[C:13]([F:15])[CH:12]=[C:11]([OH:16])[C:10]=1[OH:17]. The catalyst class is: 2.